From a dataset of Full USPTO retrosynthesis dataset with 1.9M reactions from patents (1976-2016). Predict the reactants needed to synthesize the given product. (1) The reactants are: [C:1]([O:5][C:6](=[O:23])[NH:7][CH2:8][CH2:9][NH:10][S:11]([C:14]1[CH:19]=[CH:18][CH:17]=[CH:16][C:15]=1[N+:20]([O-:22])=[O:21])(=[O:13])=[O:12])([CH3:4])([CH3:3])[CH3:2].[CH:24](O)([CH3:26])[CH3:25].C1(P(C2C=CC=CC=2)C2C=CC=CC=2)C=CC=CC=1.N(C(OC(C)C)=O)=NC(OC(C)C)=O.C1(C)C=CC=CC=1. Given the product [C:1]([O:5][C:6](=[O:23])[NH:7][CH2:8][CH2:9][N:10]([CH:24]([CH3:26])[CH3:25])[S:11]([C:14]1[CH:19]=[CH:18][CH:17]=[CH:16][C:15]=1[N+:20]([O-:22])=[O:21])(=[O:12])=[O:13])([CH3:4])([CH3:2])[CH3:3], predict the reactants needed to synthesize it. (2) Given the product [CH2:36]([O:35][CH:20]([O:19][CH2:1][CH2:2][CH2:3][CH2:4][CH2:5][CH2:6][CH2:7][CH2:8]/[CH:9]=[CH:10]\[CH2:11]/[CH:12]=[CH:13]\[CH2:14][CH2:15][CH2:16][CH2:17][CH3:18])[C:21]1([NH2:24])[CH2:23][CH2:22]1)[CH2:37][CH2:38][CH2:39][CH2:40][CH2:41][CH2:42][CH2:43]/[CH:44]=[CH:45]\[CH2:46]/[CH:47]=[CH:48]\[CH2:49][CH2:50][CH2:51][CH2:52][CH3:53], predict the reactants needed to synthesize it. The reactants are: [CH2:1]([O:19][CH:20]([O:35][CH2:36][CH2:37][CH2:38][CH2:39][CH2:40][CH2:41][CH2:42][CH2:43]/[CH:44]=[CH:45]\[CH2:46]/[CH:47]=[CH:48]\[CH2:49][CH2:50][CH2:51][CH2:52][CH3:53])[C:21]1([N:24]2C(=O)C3C(=CC=CC=3)C2=O)[CH2:23][CH2:22]1)[CH2:2][CH2:3][CH2:4][CH2:5][CH2:6][CH2:7][CH2:8]/[CH:9]=[CH:10]\[CH2:11]/[CH:12]=[CH:13]\[CH2:14][CH2:15][CH2:16][CH2:17][CH3:18].CNN. (3) Given the product [CH:17]1([CH2:20][O:21][C:22]2[CH:27]=[C:26]([O:28][CH3:29])[CH:25]=[CH:24][C:23]=2[C:2]2[C:3]3[NH:10][C:9]([CH3:11])=[C:8]([C:12]([O:14][CH2:15][CH3:16])=[O:13])[C:4]=3[N:5]=[CH:6][N:7]=2)[CH2:18][CH2:19]1, predict the reactants needed to synthesize it. The reactants are: Cl[C:2]1[C:3]2[NH:10][C:9]([CH3:11])=[C:8]([C:12]([O:14][CH2:15][CH3:16])=[O:13])[C:4]=2[N:5]=[CH:6][N:7]=1.[CH:17]1([CH2:20][O:21][C:22]2[CH:27]=[C:26]([O:28][CH3:29])[CH:25]=[CH:24][C:23]=2B2OC(C)(C)C(C)(C)O2)[CH2:19][CH2:18]1. (4) Given the product [CH2:13]1[C:12]2([CH2:17][CH2:18][NH:19][CH:10]([CH2:9][NH:8][C:6]3[CH:5]=[CH:4][CH:3]=[C:2]([CH3:1])[N:7]=3)[CH2:11]2)[CH2:16][CH2:15][CH2:14]1, predict the reactants needed to synthesize it. The reactants are: [CH3:1][C:2]1[N:7]=[C:6]([NH:8][CH2:9][CH:10]2[N:19](C(OC(C)(C)C)=O)[CH2:18][CH2:17][C:12]3([CH2:16][CH2:15][CH2:14][CH2:13]3)[CH2:11]2)[CH:5]=[CH:4][CH:3]=1.FC(F)(F)C(O)=O. (5) Given the product [CH2:1]([C:8]1[N:27]=[C:11]2[N:12]=[C:13]([CH3:26])[C:14]([CH:17]([CH2:23][CH2:24][CH3:25])[C:18]([O:20][CH2:21][CH3:22])=[O:19])=[C:15]([C:31]3[CH:32]=[CH:33][C:28]([CH3:37])=[CH:29][CH:30]=3)[N:10]2[N:9]=1)[C:2]1[CH:7]=[CH:6][CH:5]=[CH:4][CH:3]=1, predict the reactants needed to synthesize it. The reactants are: [CH2:1]([C:8]1[N:27]=[C:11]2[N:12]=[C:13]([CH3:26])[C:14]([CH:17]([CH2:23][CH2:24][CH3:25])[C:18]([O:20][CH2:21][CH3:22])=[O:19])=[C:15](Cl)[N:10]2[N:9]=1)[C:2]1[CH:7]=[CH:6][CH:5]=[CH:4][CH:3]=1.[C:28]1([CH3:37])[CH:33]=[CH:32][C:31](B(O)O)=[CH:30][CH:29]=1.C(N(C(C)C)CC)(C)C.Cl. (6) Given the product [CH:35]1([NH:34][C:32](=[O:33])[CH2:31][N:30]([CH2:29][C:27]2[N:28]=[C:23]([NH:1][C:2]3[S:3][C:4]([C:10]4[C:11]([F:21])=[CH:12][C:13]([C:17]([OH:20])([CH3:18])[CH3:19])=[CH:14][C:15]=4[F:16])=[CH:5][C:6]=3[C:7]([NH2:9])=[O:8])[CH:24]=[CH:25][CH:26]=2)[CH3:40])[CH2:39][CH2:38][CH2:37][CH2:36]1, predict the reactants needed to synthesize it. The reactants are: [NH2:1][C:2]1[S:3][C:4]([C:10]2[C:15]([F:16])=[CH:14][C:13]([C:17]([OH:20])([CH3:19])[CH3:18])=[CH:12][C:11]=2[F:21])=[CH:5][C:6]=1[C:7]([NH2:9])=[O:8].Br[C:23]1[N:28]=[C:27]([CH2:29][N:30]([CH3:40])[CH2:31][C:32]([NH:34][CH:35]2[CH2:39][CH2:38][CH2:37][CH2:36]2)=[O:33])[CH:26]=[CH:25][CH:24]=1. (7) Given the product [C:20]1([B-:7]([C:1]2[CH:2]=[CH:3][CH:4]=[CH:5][CH:6]=2)([C:8]2[CH:9]=[CH:10][CH:11]=[CH:12][CH:13]=2)[C:14]2[CH:19]=[CH:18][CH:17]=[CH:16][CH:15]=2)[CH:21]=[CH:22][CH:23]=[CH:24][CH:25]=1.[C:42]([PH+:37]([C:33]([CH3:36])([CH3:35])[CH3:34])[C:38]([CH3:41])([CH3:40])[CH3:39])([CH3:43])([CH3:44])[CH3:45], predict the reactants needed to synthesize it. The reactants are: [C:1]1([B-:7]([C:20]2[CH:25]=[CH:24][CH:23]=[CH:22][CH:21]=2)([C:14]2[CH:19]=[CH:18][CH:17]=[CH:16][CH:15]=2)[C:8]2[CH:13]=[CH:12][CH:11]=[CH:10][CH:9]=2)[CH:6]=[CH:5][CH:4]=[CH:3][CH:2]=1.[Na+].O.S(O)(O)(=O)=O.[C:33]([P:37]([C:42]([CH3:45])([CH3:44])[CH3:43])[C:38]([CH3:41])([CH3:40])[CH3:39])([CH3:36])([CH3:35])[CH3:34]. (8) Given the product [O:1]1[CH2:6][CH2:5][N:4]([C:7]2[CH:12]=[CH:11][CH:10]=[CH:9][C:8]=2[NH:13][C:14]2[N:23]=[CH:22][C:21]3[C:16](=[CH:17][CH:18]=[C:19]([O:24][C:26]4[CH:31]=[CH:30][N:29]=[C:28]([C:32]([NH:34][CH3:35])=[O:33])[CH:27]=4)[CH:20]=3)[N:15]=2)[CH2:3][CH2:2]1, predict the reactants needed to synthesize it. The reactants are: [O:1]1[CH2:6][CH2:5][N:4]([C:7]2[CH:12]=[CH:11][CH:10]=[CH:9][C:8]=2[NH:13][C:14]2[N:23]=[CH:22][C:21]3[C:16](=[CH:17][CH:18]=[C:19]([OH:24])[CH:20]=3)[N:15]=2)[CH2:3][CH2:2]1.Cl[C:26]1[CH:31]=[CH:30][N:29]=[C:28]([C:32]([NH:34][CH3:35])=[O:33])[CH:27]=1.C(=O)([O-])[O-].[Cs+].[Cs+]. (9) Given the product [CH:3]1[C:4]2[CH2:5][C:6]3[C:11](=[CH:10][CH:9]=[CH:8][CH:7]=3)[C:12]=2[CH:13]=[CH:14][C:2]=1[NH:1][C:27](=[O:31])[CH:28]([CH3:30])[CH3:29], predict the reactants needed to synthesize it. The reactants are: [NH2:1][C:2]1[CH:14]=[CH:13][C:12]2[C:11]3[C:6](=[CH:7][CH:8]=[CH:9][CH:10]=3)[CH2:5][C:4]=2[CH:3]=1.C(N(CC)CC)C.O1CCCC1.[C:27](Cl)(=[O:31])[CH:28]([CH3:30])[CH3:29].